This data is from Forward reaction prediction with 1.9M reactions from USPTO patents (1976-2016). The task is: Predict the product of the given reaction. (1) Given the reactants [I-].[CH:2]([C:4]1[C:13]([O:14][CH3:15])=[CH:12][CH:11]=[C:10]2[C:5]=1[CH2:6][CH2:7][N:8]([C:16]([N:18]1[CH:22]=[CH:21][N+:20]([CH3:23])=[CH:19]1)=[O:17])[CH2:9]2)=[O:3].N1(CCN)C[CH2:28][O:27][CH2:26]C1.C(N(CC)CC)C, predict the reaction product. The product is: [N:20]1([CH2:21][CH2:22][NH:18][C:16]([N:8]2[CH2:7][CH2:6][C:5]3[C:10](=[CH:11][CH:12]=[C:13]([O:14][CH3:15])[C:4]=3[CH:2]=[O:3])[CH2:9]2)=[O:17])[CH2:23][CH2:28][O:27][CH2:26][CH2:19]1. (2) Given the reactants [Br:1][C:2]1[CH:3]=[C:4]2[CH:10]=[CH:9][NH:8][C:5]2=[N:6][CH:7]=1.[H-].[Na+].[C:13]1([S:19](Cl)(=[O:21])=[O:20])[CH:18]=[CH:17][CH:16]=[CH:15][CH:14]=1.C(OCC)(=O)C, predict the reaction product. The product is: [Br:1][C:2]1[CH:3]=[C:4]2[CH:10]=[CH:9][N:8]([S:19]([C:13]3[CH:18]=[CH:17][CH:16]=[CH:15][CH:14]=3)(=[O:21])=[O:20])[C:5]2=[N:6][CH:7]=1. (3) The product is: [CH2:1]([CH:3]1[N:7]([CH2:8][CH2:9][C:10]2[NH:11][C:18](=[O:27])[C:19]3[C:20]([CH:26]=2)=[C:21]([CH3:25])[CH:22]=[CH:23][CH:24]=3)[CH:6]([CH2:12][OH:13])[CH:5]([CH3:14])[CH2:4]1)[CH3:2]. Given the reactants [CH2:1]([CH:3]1[N:7]([CH2:8][CH2:9][C:10]#[N:11])[CH:6]([CH2:12][OH:13])[CH:5]([CH3:14])[CH2:4]1)[CH3:2].C(N(CC)[C:18](=[O:27])[C:19]1[CH:24]=[CH:23][CH:22]=[C:21]([CH3:25])[C:20]=1[CH3:26])C, predict the reaction product. (4) The product is: [C:10]([O:14][C:15]([N:17]1[CH2:22][CH2:21][CH:20]([N:23]2[C:27]([C:28]3[CH:33]=[CH:32][N:31]=[C:30]([O:7][C:1]4[CH:6]=[CH:5][CH:4]=[CH:3][CH:2]=4)[N:29]=3)=[C:26]([C:38]3[CH:39]=[CH:40][C:41]([F:44])=[CH:42][CH:43]=3)[C:25](=[O:45])[N:24]2[CH3:46])[CH2:19][CH2:18]1)=[O:16])([CH3:13])([CH3:12])[CH3:11]. Given the reactants [C:1]1([OH:7])[CH:6]=[CH:5][CH:4]=[CH:3][CH:2]=1.[H-].[Na+].[C:10]([O:14][C:15]([N:17]1[CH2:22][CH2:21][CH:20]([N:23]2[C:27]([C:28]3[CH:33]=[CH:32][N:31]=[C:30](S(C)(=O)=O)[N:29]=3)=[C:26]([C:38]3[CH:43]=[CH:42][C:41]([F:44])=[CH:40][CH:39]=3)[C:25](=[O:45])[N:24]2[CH3:46])[CH2:19][CH2:18]1)=[O:16])([CH3:13])([CH3:12])[CH3:11], predict the reaction product.